Dataset: Peptide-MHC class II binding affinity with 134,281 pairs from IEDB. Task: Regression. Given a peptide amino acid sequence and an MHC pseudo amino acid sequence, predict their binding affinity value. This is MHC class II binding data. (1) The peptide sequence is AKNMKNLVWNDELAY. The MHC is HLA-DPA10201-DPB11401 with pseudo-sequence HLA-DPA10201-DPB11401. The binding affinity (normalized) is 0.0574. (2) The peptide sequence is EKKYFAATMFEPLAA. The MHC is HLA-DQA10501-DQB10201 with pseudo-sequence HLA-DQA10501-DQB10201. The binding affinity (normalized) is 0.500. (3) The peptide sequence is DYLKAQQNRRFMIYV. The MHC is HLA-DQA10102-DQB10602 with pseudo-sequence HLA-DQA10102-DQB10602. The binding affinity (normalized) is 0.348. (4) The peptide sequence is VDAAFKVAATAANAAPANDK. The MHC is DRB1_0901 with pseudo-sequence DRB1_0901. The binding affinity (normalized) is 0.729. (5) The MHC is DRB1_1001 with pseudo-sequence DRB1_1001. The binding affinity (normalized) is 0.713. The peptide sequence is EKKYFAATQFERLAA.